From a dataset of Full USPTO retrosynthesis dataset with 1.9M reactions from patents (1976-2016). Predict the reactants needed to synthesize the given product. (1) Given the product [Br:24][C:25]1[CH:26]=[C:27]([NH:40][C:13]([C:10]2[CH:11]=[CH:12][N:8]([CH2:7][CH:4]3[CH2:3][CH2:2][O:1][CH2:6][CH2:5]3)[N:9]=2)=[O:15])[C:28]2[C:32]([CH:33]=1)=[N:31][N:30]([CH:34]1[CH2:39][CH2:38][CH2:37][CH2:36][O:35]1)[CH:29]=2, predict the reactants needed to synthesize it. The reactants are: [O:1]1[CH2:6][CH2:5][CH:4]([CH2:7][N:8]2[CH:12]=[CH:11][C:10]([C:13]([OH:15])=O)=[N:9]2)[CH2:3][CH2:2]1.ClC(N(C)C)=C(C)C.[Br:24][C:25]1[CH:26]=[C:27]([NH2:40])[C:28]2[C:32]([CH:33]=1)=[N:31][N:30]([CH:34]1[CH2:39][CH2:38][CH2:37][CH2:36][O:35]1)[CH:29]=2.C(=O)(O)[O-].[Na+]. (2) Given the product [NH:10]([C:12]1[CH:17]=[N:16][CH:15]=[CH:14][N:13]=1)[NH2:11].[F:18][C:19]([F:24])([F:23])[C:20]1[N:13]2[CH:14]=[CH:15][N:16]=[CH:17][C:12]2=[N:10][N:11]=1, predict the reactants needed to synthesize it. The reactants are: ClC1C=NC=CN=1.NN.[NH:10]([C:12]1[CH:17]=[N:16][CH:15]=[CH:14][N:13]=1)[NH2:11].[F:18][C:19]([F:24])([F:23])[C:20](O)=O.[OH-].[NH4+]. (3) Given the product [CH3:22][C:8]1[N:7]=[C:6]([CH2:5][OH:4])[CH:11]=[C:10]([C:12]2[CH:17]=[N:16][C:15]([C:18]([F:21])([F:19])[F:20])=[N:14][CH:13]=2)[CH:9]=1, predict the reactants needed to synthesize it. The reactants are: C([O:4][CH2:5][C:6]1[CH:11]=[C:10]([C:12]2[CH:13]=[N:14][C:15]([C:18]([F:21])([F:20])[F:19])=[N:16][CH:17]=2)[CH:9]=[C:8]([CH3:22])[N:7]=1)(=O)C.Cl.C(=O)(O)[O-].[Na+]. (4) Given the product [CH3:2][S:3]([O:6][C:7]1[CH:12]=[CH:11][CH:10]=[CH:9][C:8]=1[CH:13]1[O:17][N:16]=[C:15]([C:18]2[N:19]=[C:20]([CH:23]3[CH2:28][CH2:27][N:26]([C:38](=[O:39])[CH2:37][O:36][Si:29]([C:32]([CH3:34])([CH3:33])[CH3:35])([CH3:30])[CH3:31])[CH2:25][CH2:24]3)[S:21][CH:22]=2)[CH2:14]1)(=[O:4])=[O:5], predict the reactants needed to synthesize it. The reactants are: [Cl-].[CH3:2][S:3]([O:6][C:7]1[CH:12]=[CH:11][CH:10]=[CH:9][C:8]=1[CH:13]1[O:17][N:16]=[C:15]([C:18]2[N:19]=[C:20]([CH:23]3[CH2:28][CH2:27][NH2+:26][CH2:25][CH2:24]3)[S:21][CH:22]=2)[CH2:14]1)(=[O:5])=[O:4].[Si:29]([O:36][CH2:37][C:38](O)=[O:39])([C:32]([CH3:35])([CH3:34])[CH3:33])([CH3:31])[CH3:30].C(N(C(C)C)CC)(C)C.F[B-](F)(F)F.N1(OC(N(C)C)=[N+](C)C)C2C=CC=CC=2N=N1. (5) Given the product [F:37][C:5]1[CH:4]=[C:3]([C:1]2[NH:40][N:39]=[N:38][N:2]=2)[CH:8]=[CH:7][C:6]=1[C:9]1[C:14]([C:15]([F:18])([F:16])[F:17])=[CH:13][C:12]([F:19])=[C:11]([CH2:20][O:21][C:22]2[N:27]=[CH:26][C:25]3[C@@H:28]4[C@@H:31]([C:32]([O:34][CH2:35][CH3:36])=[O:33])[C@@H:29]4[CH2:30][C:24]=3[CH:23]=2)[CH:10]=1, predict the reactants needed to synthesize it. The reactants are: [C:1]([C:3]1[CH:8]=[CH:7][C:6]([C:9]2[C:14]([C:15]([F:18])([F:17])[F:16])=[CH:13][C:12]([F:19])=[C:11]([CH2:20][O:21][C:22]3[N:27]=[CH:26][C:25]4[C@@H:28]5[C@@H:31]([C:32]([O:34][CH2:35][CH3:36])=[O:33])[C@@H:29]5[CH2:30][C:24]=4[CH:23]=3)[CH:10]=2)=[C:5]([F:37])[CH:4]=1)#[N:2].[N:38]([Sn](C)(C)C)=[N+:39]=[N-:40].